Dataset: Forward reaction prediction with 1.9M reactions from USPTO patents (1976-2016). Task: Predict the product of the given reaction. (1) Given the reactants Cl[C:2]1[N:7]([CH3:8])[C:6](=[O:9])[C:5]([C:10]2[CH:15]=[CH:14][C:13]([F:16])=[CH:12][CH:11]=2)=[C:4]([C:17]2[CH:22]=[CH:21][N:20]=[CH:19][CH:18]=2)[N:3]=1.[C:23]([NH2:32])([C:26]1[CH:31]=[CH:30][CH:29]=[CH:28][CH:27]=1)([CH3:25])[CH3:24], predict the reaction product. The product is: [F:16][C:13]1[CH:14]=[CH:15][C:10]([C:5]2[C:6](=[O:9])[N:7]([CH3:8])[C:2]([NH:32][C:23]([CH3:25])([C:26]3[CH:31]=[CH:30][CH:29]=[CH:28][CH:27]=3)[CH3:24])=[N:3][C:4]=2[C:17]2[CH:22]=[CH:21][N:20]=[CH:19][CH:18]=2)=[CH:11][CH:12]=1. (2) Given the reactants [C:1]([CH:3]([NH:13][C:14](=O)[CH:15]([CH3:17])[CH3:16])[CH2:4][O:5][CH2:6][C:7]1[CH:12]=[CH:11][CH:10]=[CH:9][CH:8]=1)#[N:2].C1(P(C2C=CC=CC=2)C2C=CC=CC=2)C=CC=CC=1.C(Cl)(Cl)(Cl)[Cl:39], predict the reaction product. The product is: [Cl:39][C:1]1[N:2]=[C:14]([CH:15]([CH3:17])[CH3:16])[NH:13][C:3]=1[CH2:4][O:5][CH2:6][C:7]1[CH:12]=[CH:11][CH:10]=[CH:9][CH:8]=1. (3) Given the reactants ClC(O[C:6](=[O:12])OC(Cl)(Cl)Cl)(Cl)Cl.Cl.[NH2:14][CH:15]([C:26]([CH3:29])([CH3:28])[CH3:27])[C:16]([C:18]1[CH:25]=[CH:24][C:21]([C:22]#[N:23])=[CH:20][CH:19]=1)=[O:17].[CH3:30][C:31]1[N:36]=[C:35]([N:37]2[CH2:42][CH2:41][NH:40][CH2:39][CH2:38]2)[CH:34]=[CH:33][CH:32]=1, predict the reaction product. The product is: [C:22]([C:21]1[CH:24]=[CH:25][C:18]([C:16](=[O:17])[CH:15]([NH:14][C:6]([N:40]2[CH2:41][CH2:42][N:37]([C:35]3[CH:34]=[CH:33][CH:32]=[C:31]([CH3:30])[N:36]=3)[CH2:38][CH2:39]2)=[O:12])[C:26]([CH3:29])([CH3:28])[CH3:27])=[CH:19][CH:20]=1)#[N:23].